This data is from Reaction yield outcomes from USPTO patents with 853,638 reactions. The task is: Predict the reaction yield, written as a fraction of the theoretical maximum amount of product (1.0 means a 100% yield; for example, 0.34 means a 34% yield). (1) The reactants are C([O:5][C:6](=[O:32])[C@@H:7]([O:9][C:10]1[N:31]=[CH:30][C:13]2[C:14]3[N:18]([CH2:19][CH2:20][O:21][C:12]=2[CH:11]=1)[CH:17]=[C:16]([C:22]1[N:23]([CH:27]([CH3:29])[CH3:28])[N:24]=[CH:25][N:26]=1)[N:15]=3)[CH3:8])(C)(C)C. The catalyst is Cl.O1CCOCC1. The product is [CH:27]([N:23]1[C:22]([C:16]2[N:15]=[C:14]3[N:18]([CH2:19][CH2:20][O:21][C:12]4[CH:11]=[C:10]([O:9][C@@H:7]([CH3:8])[C:6]([OH:32])=[O:5])[N:31]=[CH:30][C:13]=43)[CH:17]=2)=[N:26][CH:25]=[N:24]1)([CH3:29])[CH3:28]. The yield is 0.660. (2) The reactants are Br[C:2]1[CH:18]=[C:17]([CH3:19])[C:5]([C:6]([NH:8][CH2:9][C:10]2[CH:15]=[CH:14][C:13]([Cl:16])=[CH:12][CH:11]=2)=[O:7])=[C:4]([O:20][CH3:21])[CH:3]=1.[NH:22]1[CH2:27][CH2:26][O:25][CH2:24][CH2:23]1.C(=O)([O-])[O-].[Cs+].[Cs+].C1(P(C2C=CC=CC=2)C2C=CC3C(=CC=CC=3)C=2C2C3C(=CC=CC=3)C=CC=2P(C2C=CC=CC=2)C2C=CC=CC=2)C=CC=CC=1. The catalyst is CN1CCCC1=O.O.C1C=CC(/C=C/C(/C=C/C2C=CC=CC=2)=O)=CC=1.C1C=CC(/C=C/C(/C=C/C2C=CC=CC=2)=O)=CC=1.C1C=CC(/C=C/C(/C=C/C2C=CC=CC=2)=O)=CC=1.[Pd].[Pd]. The product is [Cl:16][C:13]1[CH:14]=[CH:15][C:10]([CH2:9][NH:8][C:6](=[O:7])[C:5]2[C:17]([CH3:19])=[CH:18][C:2]([N:22]3[CH2:27][CH2:26][O:25][CH2:24][CH2:23]3)=[CH:3][C:4]=2[O:20][CH3:21])=[CH:11][CH:12]=1. The yield is 0.290. (3) The reactants are [N:1]([CH2:4][CH:5]1[CH2:9][C:8]2[CH:10]=[CH:11][CH:12]=[C:13]([C:14]3[CH:19]=[CH:18][C:17]([Cl:20])=[CH:16][C:15]=3[Cl:21])[C:7]=2[O:6]1)=[N+]=[N-]. The catalyst is [Pt]. The product is [Cl:21][C:15]1[CH:16]=[C:17]([Cl:20])[CH:18]=[CH:19][C:14]=1[C:13]1[C:7]2[O:6][CH:5]([CH2:4][NH2:1])[CH2:9][C:8]=2[CH:10]=[CH:11][CH:12]=1. The yield is 0.720. (4) The reactants are [CH3:1][C:2]1([CH3:14])[C:6]([CH3:8])([CH3:7])[O:5][B:4]([C:9]2[CH:10]=[N:11][NH:12][CH:13]=2)[O:3]1.[H-].[Na+].[CH3:17][Si:18]([CH2:21][CH2:22][O:23][CH2:24]Cl)([CH3:20])[CH3:19]. The catalyst is CN(C=O)C.C(OCC)(=O)C. The product is [CH3:1][C:2]1([CH3:14])[C:6]([CH3:7])([CH3:8])[O:5][B:4]([C:9]2[CH:13]=[N:12][N:11]([CH2:24][O:23][CH2:22][CH2:21][Si:18]([CH3:20])([CH3:19])[CH3:17])[CH:10]=2)[O:3]1. The yield is 0.610. (5) The reactants are [CH2:1]([C:3]1[CH:10]=[CH:9][C:6]([C:7]#[N:8])=[C:5]([O:11][C:12]2[CH:17]=[CH:16][CH:15]=[C:14]([CH:18]=O)[C:13]=2[O:20][CH3:21])[N:4]=1)[CH3:2].CN.[C:24]([BH3-])#[N:25].[Na+].[C:28]([OH:35])(=[O:34])/[CH:29]=[CH:30]/[C:31]([OH:33])=[O:32]. The catalyst is C(O)(=O)C.CO. The product is [C:28]([OH:35])(=[O:34])/[CH:29]=[CH:30]/[C:31]([OH:33])=[O:32].[C:28]([OH:35])(=[O:34])/[CH:29]=[CH:30]/[C:31]([OH:33])=[O:32].[CH2:1]([C:3]1[CH:10]=[CH:9][C:6]([C:7]#[N:8])=[C:5]([O:11][C:12]2[CH:17]=[CH:16][CH:15]=[C:14]([CH2:18][NH:25][CH3:24])[C:13]=2[O:20][CH3:21])[N:4]=1)[CH3:2]. The yield is 0.320. (6) The reactants are [CH3:1][C:2]1[O:6][N:5]=[C:4]([C:7]2[CH:12]=[CH:11][CH:10]=[CH:9][CH:8]=2)[C:3]=1[CH2:13][O:14][C:15]1[CH:23]=[CH:22][C:18]([C:19]([OH:21])=O)=[CH:17][N:16]=1.[NH:24]1[C:27]2([CH2:30][O:29][CH2:28]2)[CH2:26][CH2:25]1. No catalyst specified. The product is [CH3:1][C:2]1[O:6][N:5]=[C:4]([C:7]2[CH:8]=[CH:9][CH:10]=[CH:11][CH:12]=2)[C:3]=1[CH2:13][O:14][C:15]1[N:16]=[CH:17][C:18]([C:19]([N:24]2[C:27]3([CH2:30][O:29][CH2:28]3)[CH2:26][CH2:25]2)=[O:21])=[CH:22][CH:23]=1. The yield is 0.350. (7) The product is [F:1][B-:2]([F:5])([F:4])[F:3].[CH2:59]([O:58][C+:49]([C:50]1[CH:55]=[CH:54][C:53]([O:56][CH3:57])=[CH:52][CH:51]=1)[CH:48]=[CH:47][CH:46]=[CH:45][CH:44]=[C:43]([N:23]([CH2:24][CH3:25])[CH2:15][CH3:14])[C:61]1[CH:62]=[CH:63][C:64]([O:67][CH3:68])=[CH:65][CH:66]=1)[CH3:60]. The yield is 0.920. No catalyst specified. The reactants are [F:1][B-:2]([F:5])([F:4])[F:3].C(O[C+](C1C=CC(C)=CC=1)C=CC=C[CH:14]=[C:15]([N:23](CC)[CH2:24][CH3:25])C1C=CC(C)=CC=1)C.F[B-](F)(F)F.C(O[C+:43]([C:61]1[CH:66]=[CH:65][C:64]([O:67][CH3:68])=[CH:63][CH:62]=1)[CH:44]=[CH:45][CH:46]=[CH:47][CH:48]=[C:49]([O:58][CH2:59][CH3:60])[C:50]1[CH:55]=[CH:54][C:53]([O:56][CH3:57])=[CH:52][CH:51]=1)C.